Dataset: Forward reaction prediction with 1.9M reactions from USPTO patents (1976-2016). Task: Predict the product of the given reaction. (1) Given the reactants C(OC(N(C)[C@@H](C)C(N[C@@H](C(C)(C)C)C(N1[C@H](C(=O)N[C@H]2C3C(=CC=CC=3)CCC2)CC2C(=CC(C(O)=O)=CC=2)C1)=O)=O)=O)(C)(C)C.[C:48]([O:52][C:53]([N:55]([CH3:113])[C@@H:56]([CH3:112])[C:57]([NH:59][C@@H:60]([C:108]([CH3:111])([CH3:110])[CH3:109])[C:61]([N:63]1[C@H:72]([C:73](=[O:85])[NH:74][C@H:75]2[C:84]3[C:79](=[CH:80][CH:81]=[CH:82][CH:83]=3)[CH2:78][CH2:77][CH2:76]2)[CH2:71][C:70]2[C:65](=[CH:66][C:67]([C:86]([NH:88][C@@H:89]3[CH2:93][N:92]([C:94]([O:96][CH2:97][C:98]4[CH:103]=[CH:102][CH:101]=[CH:100][CH:99]=4)=[O:95])[C@H:91]([C:104]([O:106]C)=[O:105])[CH2:90]3)=[O:87])=[CH:68][CH:69]=2)[CH2:64]1)=[O:62])=[O:58])=[O:54])([CH3:51])([CH3:50])[CH3:49], predict the reaction product. The product is: [CH2:97]([O:96][C:94]([N:92]1[CH2:93][C@@H:89]([NH:88][C:86]([C:67]2[CH:66]=[C:65]3[C:70]([CH2:71][C@@H:72]([C:73](=[O:85])[NH:74][C@H:75]4[C:84]5[C:79](=[CH:80][CH:81]=[CH:82][CH:83]=5)[CH2:78][CH2:77][CH2:76]4)[N:63]([C:61](=[O:62])[C@@H:60]([NH:59][C:57](=[O:58])[C@@H:56]([N:55]([C:53]([O:52][C:48]([CH3:49])([CH3:51])[CH3:50])=[O:54])[CH3:113])[CH3:112])[C:108]([CH3:109])([CH3:110])[CH3:111])[CH2:64]3)=[CH:69][CH:68]=2)=[O:87])[CH2:90][C@H:91]1[C:104]([OH:106])=[O:105])=[O:95])[C:98]1[CH:103]=[CH:102][CH:101]=[CH:100][CH:99]=1. (2) Given the reactants [C:1]([OH:20])(=[O:19])[CH2:2][CH2:3][CH2:4][CH2:5][CH2:6][CH2:7][CH2:8]/[CH:9]=[CH:10]\[CH2:11]/[CH:12]=[CH:13]\[CH2:14][CH2:15][CH2:16][CH2:17][CH3:18].[CH2:21](O)[CH2:22][CH2:23][CH2:24][CH2:25][CH2:26][CH2:27][CH2:28]/[CH:29]=[CH:30]\[CH2:31][CH2:32][CH2:33][CH2:34][CH2:35][CH2:36][CH2:37][CH3:38], predict the reaction product. The product is: [C:1]([O:20][CH2:21][CH2:22][CH2:23][CH2:24][CH2:25][CH2:26][CH2:27][CH2:28]/[CH:29]=[CH:30]\[CH2:31][CH2:32][CH2:33][CH2:34][CH2:35][CH2:36][CH2:37][CH3:38])(=[O:19])[CH2:2][CH2:3][CH2:4][CH2:5][CH2:6][CH2:7][CH2:8]/[CH:9]=[CH:10]\[CH2:11]/[CH:12]=[CH:13]\[CH2:14][CH2:15][CH2:16][CH2:17][CH3:18]. (3) Given the reactants [C:1]([C:5]1[CH:9]=[C:8]([NH2:10])[N:7]([C:11]2[CH:16]=[CH:15][CH:14]=[CH:13][C:12]=2[Cl:17])[N:6]=1)([CH3:4])([CH3:3])[CH3:2].Cl[C:19]([O:21][C:22]1[CH:27]=[CH:26][CH:25]=[CH:24][CH:23]=1)=[O:20], predict the reaction product. The product is: [C:1]([C:5]1[CH:9]=[C:8]([NH:10][C:19](=[O:20])[O:21][C:22]2[CH:27]=[CH:26][CH:25]=[CH:24][CH:23]=2)[N:7]([C:11]2[CH:16]=[CH:15][CH:14]=[CH:13][C:12]=2[Cl:17])[N:6]=1)([CH3:4])([CH3:2])[CH3:3]. (4) Given the reactants [Cl:1][C:2]1[CH:9]=[CH:8][C:5]([CH:6]=[O:7])=[CH:4][CH:3]=1.II.Br[CH:13]([F:19])[C:14]([O:16][CH2:17][CH3:18])=[O:15].Cl, predict the reaction product. The product is: [CH2:17]([O:16][C:14](=[O:15])[CH:13]([F:19])[CH:6]([C:5]1[CH:8]=[CH:9][C:2]([Cl:1])=[CH:3][CH:4]=1)[OH:7])[CH3:18]. (5) Given the reactants [NH2:1][C@H:2]1[CH2:6][CH2:5][N:4]([C:7]2[CH:8]=[C:9]3[C:14](=[CH:15][CH:16]=2)[CH2:13][N:12]([CH3:17])[CH2:11][CH2:10]3)[C:3]1=[O:18].[Cl:19][C:20]1[S:24][C:23](/[CH:25]=[CH:26]/[S:27](Cl)(=[O:29])=[O:28])=[CH:22][CH:21]=1.ClC1C=C2C(=CC=1)C=C(S(N[C@H]1CCN(C3C=C4C(=CC=3)CN([C:61]([O:63]C(C)(C)C)=[O:62])CC4)C1=O)(=O)=O)C=C2, predict the reaction product. The product is: [CH:61]([OH:63])=[O:62].[Cl:19][C:20]1[S:24][C:23](/[CH:25]=[CH:26]/[S:27]([NH:1][C@H:2]2[CH2:6][CH2:5][N:4]([C:7]3[CH:8]=[C:9]4[C:14](=[CH:15][CH:16]=3)[CH2:13][N:12]([CH3:17])[CH2:11][CH2:10]4)[C:3]2=[O:18])(=[O:29])=[O:28])=[CH:22][CH:21]=1. (6) Given the reactants [Cl:1][C:2]1[CH:10]=[CH:9][C:5]([C:6]([OH:8])=O)=[CH:4][C:3]=1[C:11]#[C:12][C:13]1[CH:18]=[CH:17][CH:16]=[CH:15][N:14]=1.[Cl-].[Na+].Cl.CN(C)CCCN=C=NCC.ON1C2N=CC=CC=2N=N1.[N:43]1[CH:48]=[CH:47][CH:46]=[CH:45][C:44]=1[N:49]1[CH2:54][CH2:53][NH:52][CH2:51][CH2:50]1.C(N(CC)CC)C, predict the reaction product. The product is: [Cl:1][C:2]1[CH:10]=[CH:9][C:5]([C:6]([N:52]2[CH2:53][CH2:54][N:49]([C:44]3[CH:45]=[CH:46][CH:47]=[CH:48][N:43]=3)[CH2:50][CH2:51]2)=[O:8])=[CH:4][C:3]=1[C:11]#[C:12][C:13]1[CH:18]=[CH:17][CH:16]=[CH:15][N:14]=1.